This data is from Full USPTO retrosynthesis dataset with 1.9M reactions from patents (1976-2016). The task is: Predict the reactants needed to synthesize the given product. (1) Given the product [CH2:1]([O:3][C:4]([C:6]1[N:7]([N:17]2[C:18](=[O:30])[C:19]3[C:20](=[CH:21][CH:22]=[CH:23][CH:24]=3)[C:25]2=[O:26])[CH:8]=[C:9]([C:12]([O:14][CH2:15][CH3:16])=[O:13])[C:10]=1[O:11][CH3:31])=[O:5])[CH3:2], predict the reactants needed to synthesize it. The reactants are: [CH2:1]([O:3][C:4]([C:6]1[N:7]([NH:17][C:18](=[O:30])[C:19]2[CH:24]=[CH:23][CH:22]=[CH:21][C:20]=2[C:25](OCC)=[O:26])[CH:8]=[C:9]([C:12]([O:14][CH2:15][CH3:16])=[O:13])[C:10]=1[OH:11])=[O:5])[CH3:2].[C:31]([O-])([O-])=O.[K+].[K+].S(OC)(OC)(=O)=O. (2) Given the product [NH2:2][CH2:1][C:3]1[CH:4]=[CH:5][C:6]([C:9]2[N:13]([C:14]3[CH:15]=[CH:16][CH:17]=[CH:18][CH:19]=3)[N:12]=[C:11]([C:20]([N:22]3[CH2:23][CH2:24][C:25]([F:28])([F:29])[CH2:26][CH2:27]3)=[O:21])[CH:10]=2)=[N:7][CH:8]=1, predict the reactants needed to synthesize it. The reactants are: [C:1]([C:3]1[CH:4]=[CH:5][C:6]([C:9]2[N:13]([C:14]3[CH:19]=[CH:18][CH:17]=[CH:16][CH:15]=3)[N:12]=[C:11]([C:20]([N:22]3[CH2:27][CH2:26][C:25]([F:29])([F:28])[CH2:24][CH2:23]3)=[O:21])[CH:10]=2)=[N:7][CH:8]=1)#[N:2].[H][H]. (3) Given the product [Cl:10][C:11]1[CH:12]=[C:13]([CH:16]=[C:17]([O:20][CH3:21])[C:18]=1[O:19][C:1]1[CH:6]=[CH:5][CH:4]=[CH:3][CH:2]=1)[CH:14]=[O:15], predict the reactants needed to synthesize it. The reactants are: [C:1]1(B(O)O)[CH:6]=[CH:5][CH:4]=[CH:3][CH:2]=1.[Cl:10][C:11]1[CH:12]=[C:13]([CH:16]=[C:17]([O:20][CH3:21])[C:18]=1[OH:19])[CH:14]=[O:15].N1C=CC=CC=1.C(N(CC)CC)C. (4) Given the product [I:31][C:12]1[N:21]=[CH:20][C:19]2[C:14](=[CH:15][C:16]([O:29][CH3:30])=[C:17]([C:22]3[CH:27]=[CH:26][CH:25]=[CH:24][C:23]=3[CH3:28])[CH:18]=2)[N:13]=1, predict the reactants needed to synthesize it. The reactants are: CC1C=CC=CC=1B(O)O.N[C:12]1[N:21]=[CH:20][C:19]2[C:14](=[CH:15][C:16]([O:29][CH3:30])=[C:17]([C:22]3[CH:27]=[CH:26][CH:25]=[CH:24][C:23]=3[CH3:28])[CH:18]=2)[N:13]=1.[I:31]I.[I-].[Cs+].N(OCCC(C)C)=O. (5) Given the product [Cl:20][C:18]1[CH:17]=[C:16]([S:21]([NH:8][C:5]2[N:6]=[N:7][C:2]([I:1])=[CH:3][C:4]=2[O:9][CH3:10])(=[O:22])=[O:23])[CH:15]=[C:14]([Cl:13])[CH:19]=1, predict the reactants needed to synthesize it. The reactants are: [I:1][C:2]1[N:7]=[N:6][C:5]([NH2:8])=[C:4]([O:9][CH3:10])[CH:3]=1.[H-].[Na+].[Cl:13][C:14]1[CH:15]=[C:16]([S:21](Cl)(=[O:23])=[O:22])[CH:17]=[C:18]([Cl:20])[CH:19]=1.